Dataset: Reaction yield outcomes from USPTO patents with 853,638 reactions. Task: Predict the reaction yield, written as a fraction of the theoretical maximum amount of product (1.0 means a 100% yield; for example, 0.34 means a 34% yield). (1) The reactants are [CH:1]([N:4]1[C:8]([C:9]2[S:10][C:11]3[CH2:12][CH2:13][O:14][C:15]4[CH:22]=[C:21](Br)[CH:20]=[CH:19][C:16]=4[C:17]=3[N:18]=2)=[N:7][CH:6]=[N:5]1)([CH3:3])[CH3:2].[F:24][C:25]1[C:30](B(O)O)=[CH:29][CH:28]=[CH:27][N:26]=1. No catalyst specified. The product is [F:24][C:25]1[C:30]([C:21]2[CH:20]=[CH:19][C:16]3[C:17]4[N:18]=[C:9]([C:8]5[N:4]([CH:1]([CH3:3])[CH3:2])[N:5]=[CH:6][N:7]=5)[S:10][C:11]=4[CH2:12][CH2:13][O:14][C:15]=3[CH:22]=2)=[CH:29][CH:28]=[CH:27][N:26]=1. The yield is 0.200. (2) The reactants are Br[C:2]1[C:11]([O:12][C:13]2[C:22]3[C:17](=[CH:18][C:19]([O:25][CH3:26])=[C:20]([O:23][CH3:24])[CH:21]=3)[N:16]=[CH:15][CH:14]=2)=[CH:10][C:9]2[C:4](=[CH:5][CH:6]=[CH:7][CH:8]=2)[N:3]=1.[OH:27][CH2:28][C:29]1[CH:30]=[C:31](OB=O)[CH:32]=[CH:33][CH:34]=1.C(=O)([O-])[O-].[K+].[K+]. The catalyst is CN(C)C=O. The product is [CH3:24][O:23][C:20]1[CH:21]=[C:22]2[C:17](=[CH:18][C:19]=1[O:25][CH3:26])[N:16]=[CH:15][CH:14]=[C:13]2[O:12][C:11]1[C:2]([C:33]2[CH:34]=[C:29]([CH2:28][OH:27])[CH:30]=[CH:31][CH:32]=2)=[N:3][C:4]2[C:9]([CH:10]=1)=[CH:8][CH:7]=[CH:6][CH:5]=2. The yield is 0.970. (3) The reactants are C([O:4][C:5]1[C:10]2[C:11]([CH3:14])=[CH:12][S:13][C:9]=2[CH:8]=[C:7]([C:15]([O:17][CH2:18][CH3:19])=[O:16])[CH:6]=1)(=O)C.C(=O)([O-])[O-].[K+].[K+]. The catalyst is C(O)C.ClCCl. The product is [OH:4][C:5]1[C:10]2[C:11]([CH3:14])=[CH:12][S:13][C:9]=2[CH:8]=[C:7]([C:15]([O:17][CH2:18][CH3:19])=[O:16])[CH:6]=1. The yield is 0.600. (4) The reactants are C[O:2][C:3](=[O:10])[CH:4]=[C:5]([CH2:8][CH3:9])[CH2:6][CH3:7]. The catalyst is O1CCOCC1.[Pd]. The product is [CH2:6]([CH:5]([CH2:8][CH3:9])[CH2:4][C:3]([OH:10])=[O:2])[CH3:7]. The yield is 0.655. (5) The reactants are C(=O)([O-])[O-].[K+].[K+].C1(=O)O[CH2:10][CH2:9][O:8]1.[Br:13][C:14]1[CH:19]=[CH:18][C:17]([OH:20])=[C:16]([O:21][CH3:22])[CH:15]=1.O. The catalyst is C1(C)C=CC=CC=1.C(OCC)(=O)C. The product is [Br:13][C:14]1[CH:19]=[CH:18][C:17]([O:20][CH2:10][CH2:9][OH:8])=[C:16]([O:21][CH3:22])[CH:15]=1. The yield is 0.826.